From a dataset of HIV replication inhibition screening data with 41,000+ compounds from the AIDS Antiviral Screen. Binary Classification. Given a drug SMILES string, predict its activity (active/inactive) in a high-throughput screening assay against a specified biological target. (1) The molecule is COC1C2C=CC(C2)C1[N+](=O)[O-]. The result is 0 (inactive). (2) The compound is O=C1CN(S(=O)(=O)c2ccc([N+](=O)[O-])cc2)CC(=O)CN(S(=O)(=O)c2ccc([N+](=O)[O-])cc2)CC(=O)CN(S(=O)(=O)c2ccc([N+](=O)[O-])cc2)C1. The result is 0 (inactive). (3) The molecule is N#CC(=CN1C(=O)CC(=O)NC1=S)C(N)=O. The result is 0 (inactive). (4) The compound is CC1(C)CC(=O)c2c(nc(SSc3nc4c(c(-c5ccc(Br)cc5)c3C#N)C(=O)CC(C)(C)C4)c(C#N)c2-c2ccc(Br)cc2)C1. The result is 1 (active). (5) The drug is O=C(O)CN(c1ccccc1)S(=O)(=O)c1cccc([N+](=O)[O-])c1. The result is 0 (inactive). (6) The drug is CC(C)C1CN1CC(O)Cn1ccnc1[N+](=O)[O-]. The result is 0 (inactive). (7) The drug is CSc1c(C#N)c2n(c3ccccc3[n+]2C)c2ncccc12.Cc1ccc(S(=O)(=O)[O-])cc1. The result is 0 (inactive).